From a dataset of NCI-60 drug combinations with 297,098 pairs across 59 cell lines. Regression. Given two drug SMILES strings and cell line genomic features, predict the synergy score measuring deviation from expected non-interaction effect. (1) Drug 2: CC1C(C(CC(O1)OC2CC(CC3=C2C(=C4C(=C3O)C(=O)C5=C(C4=O)C(=CC=C5)OC)O)(C(=O)CO)O)N)O.Cl. Cell line: SK-MEL-2. Drug 1: CC1=C2C(C(=O)C3(C(CC4C(C3C(C(C2(C)C)(CC1OC(=O)C(C(C5=CC=CC=C5)NC(=O)OC(C)(C)C)O)O)OC(=O)C6=CC=CC=C6)(CO4)OC(=O)C)O)C)O. Synergy scores: CSS=49.7, Synergy_ZIP=0.525, Synergy_Bliss=2.66, Synergy_Loewe=-2.16, Synergy_HSA=0.864. (2) Drug 1: C1=NC2=C(N=C(N=C2N1C3C(C(C(O3)CO)O)F)Cl)N. Drug 2: CCCCC(=O)OCC(=O)C1(CC(C2=C(C1)C(=C3C(=C2O)C(=O)C4=C(C3=O)C=CC=C4OC)O)OC5CC(C(C(O5)C)O)NC(=O)C(F)(F)F)O. Cell line: ACHN. Synergy scores: CSS=44.9, Synergy_ZIP=-3.40, Synergy_Bliss=-2.75, Synergy_Loewe=-3.39, Synergy_HSA=-3.12. (3) Drug 1: CCC1(CC2CC(C3=C(CCN(C2)C1)C4=CC=CC=C4N3)(C5=C(C=C6C(=C5)C78CCN9C7C(C=CC9)(C(C(C8N6C=O)(C(=O)OC)O)OC(=O)C)CC)OC)C(=O)OC)O.OS(=O)(=O)O. Drug 2: C1CN1C2=NC(=NC(=N2)N3CC3)N4CC4. Cell line: TK-10. Synergy scores: CSS=5.43, Synergy_ZIP=-0.724, Synergy_Bliss=-0.0551, Synergy_Loewe=-3.33, Synergy_HSA=-2.67. (4) Cell line: NCI-H322M. Synergy scores: CSS=3.22, Synergy_ZIP=0.465, Synergy_Bliss=1.64, Synergy_Loewe=-0.412, Synergy_HSA=0.191. Drug 2: CC1=C(N=C(N=C1N)C(CC(=O)N)NCC(C(=O)N)N)C(=O)NC(C(C2=CN=CN2)OC3C(C(C(C(O3)CO)O)O)OC4C(C(C(C(O4)CO)O)OC(=O)N)O)C(=O)NC(C)C(C(C)C(=O)NC(C(C)O)C(=O)NCCC5=NC(=CS5)C6=NC(=CS6)C(=O)NCCC[S+](C)C)O. Drug 1: CC1=CC=C(C=C1)C2=CC(=NN2C3=CC=C(C=C3)S(=O)(=O)N)C(F)(F)F. (5) Drug 1: COC1=C(C=C2C(=C1)N=CN=C2NC3=CC(=C(C=C3)F)Cl)OCCCN4CCOCC4. Drug 2: CC1=C(C(CCC1)(C)C)C=CC(=CC=CC(=CC(=O)O)C)C. Cell line: NCIH23. Synergy scores: CSS=17.5, Synergy_ZIP=3.70, Synergy_Bliss=5.45, Synergy_Loewe=1.56, Synergy_HSA=3.35. (6) Drug 1: C1CC(C1)(C(=O)O)C(=O)O.[NH2-].[NH2-].[Pt+2]. Drug 2: C(CCl)NC(=O)N(CCCl)N=O. Cell line: ACHN. Synergy scores: CSS=16.1, Synergy_ZIP=-0.753, Synergy_Bliss=-0.304, Synergy_Loewe=-3.42, Synergy_HSA=-0.296.